Dataset: Forward reaction prediction with 1.9M reactions from USPTO patents (1976-2016). Task: Predict the product of the given reaction. (1) Given the reactants [O:1]1[CH2:6][CH2:5][N:4]([C:7]2[N:12]=[CH:11][C:10]([NH2:13])=[CH:9][CH:8]=2)[CH2:3][CH2:2]1.[N:14]#[C:15][NH2:16].[ClH:17], predict the reaction product. The product is: [ClH:17].[N:4]1([C:7]2[N:12]=[CH:11][C:10]([NH:13][C:15]([NH2:16])=[NH:14])=[CH:9][CH:8]=2)[CH2:5][CH2:6][O:1][CH2:2][CH2:3]1. (2) Given the reactants [CH2:1]([S:3][C:4]1[CH:11]=[CH:10][C:7]([C:8]#[N:9])=[CH:6][C:5]=1[NH:12][NH2:13])[CH3:2].[Br:14][C:15]1[C:23]([O:24][C:25]([F:28])([F:27])[F:26])=[CH:22][C:18]([C:19](O)=[O:20])=[C:17]([N+:29]([O-:31])=[O:30])[CH:16]=1, predict the reaction product. The product is: [Br:14][C:15]1[C:23]([O:24][C:25]([F:27])([F:28])[F:26])=[CH:22][C:18]([C:19]([NH:13][NH:12][C:5]2[CH:6]=[C:7]([C:8]#[N:9])[CH:10]=[CH:11][C:4]=2[S:3][CH2:1][CH3:2])=[O:20])=[C:17]([N+:29]([O-:31])=[O:30])[CH:16]=1. (3) Given the reactants C(Cl)(=O)C(Cl)=O.CS(C)=O.[C:11]([O:15][C:16](=[O:35])[CH2:17][CH2:18][N:19]([C:23]1[CH:28]=[CH:27][C:26]([O:29][C:30]([F:33])([F:32])[F:31])=[C:25]([Cl:34])[CH:24]=1)[CH2:20][CH2:21][OH:22])([CH3:14])([CH3:13])[CH3:12].C(N(CC)CC)C.OP([O-])(O)=O.[K+], predict the reaction product. The product is: [C:11]([O:15][C:16](=[O:35])[CH2:17][CH2:18][N:19]([C:23]1[CH:28]=[CH:27][C:26]([O:29][C:30]([F:32])([F:33])[F:31])=[C:25]([Cl:34])[CH:24]=1)[CH2:20][CH:21]=[O:22])([CH3:14])([CH3:12])[CH3:13]. (4) Given the reactants [CH2:1]([O:8][C:9]([NH:11][CH:12]1[N+:18]([O-])=[C:17]([CH3:20])[C:16]2[CH:21]=[CH:22][CH:23]=[C:24]([CH3:25])[C:15]=2[NH:14][C:13]1=[O:26])=[O:10])[C:2]1[CH:7]=[CH:6][CH:5]=[CH:4][CH:3]=1.[C:27]([O:30]C(=O)C)(=[O:29])[CH3:28], predict the reaction product. The product is: [CH2:1]([O:8][C:9]([NH:11][CH:12]1[N:18]=[C:17]([CH2:20][O:30][C:27](=[O:29])[CH3:28])[C:16]2[CH:21]=[CH:22][CH:23]=[C:24]([CH3:25])[C:15]=2[NH:14][C:13]1=[O:26])=[O:10])[C:2]1[CH:7]=[CH:6][CH:5]=[CH:4][CH:3]=1. (5) Given the reactants [Br:1][C:2]1[CH:3]=[CH:4][C:5]([C:8]([NH:10][CH2:11][CH:12](OC)[O:13]C)=[O:9])=[N:6][CH:7]=1.Cl.C([O-])(O)=O.[Na+], predict the reaction product. The product is: [Br:1][C:2]1[CH:3]=[CH:4][C:5]([C:8]([NH:10][CH2:11][CH:12]=[O:13])=[O:9])=[N:6][CH:7]=1. (6) Given the reactants [CH:1]1([CH:4]([C:15]2[CH:20]=[CH:19][C:18]([OH:21])=[CH:17][CH:16]=2)[CH:5]2C(=O)OC(C)(C)[O:7][C:6]2=[O:14])[CH2:3][CH2:2]1.CN(C=O)C.O, predict the reaction product. The product is: [CH:1]1([CH:4]([C:15]2[CH:20]=[CH:19][C:18]([OH:21])=[CH:17][CH:16]=2)[CH2:5][C:6]([OH:14])=[O:7])[CH2:3][CH2:2]1. (7) Given the reactants Br[C:2]1[C:3]([C:7]2[CH:8]=[N:9][CH:10]=[CH:11][CH:12]=2)=[N:4][O:5][CH:6]=1.[CH2:13]([SH:17])[CH2:14][CH2:15][CH3:16].C(N(CC)CC)C.CC1(C)C2C(=C(P(C3C=CC=CC=3)C3C=CC=CC=3)C=CC=2)OC2C(P(C3C=CC=CC=3)C3C=CC=CC=3)=CC=CC1=2, predict the reaction product. The product is: [CH2:13]([S:17][C:2]1[C:3]([C:7]2[CH:8]=[N:9][CH:10]=[CH:11][CH:12]=2)=[N:4][O:5][CH:6]=1)[CH2:14][CH2:15][CH3:16]. (8) Given the reactants [N+:1]([C:4]1[CH:11]=[CH:10][C:7]([C:8]#[N:9])=[CH:6][CH:5]=1)([O-:3])=[O:2].[NH2:12][OH:13], predict the reaction product. The product is: [OH:13][NH:12][C:8](=[NH:9])[C:7]1[CH:6]=[CH:5][C:4]([N+:1]([O-:3])=[O:2])=[CH:11][CH:10]=1. (9) Given the reactants Cl[C:2]1[CH:9]=[C:8]([NH:10][NH2:11])[C:5]([C:6]#[N:7])=[C:4]([C:12]2[CH:17]=[CH:16][C:15]([O:18][C:19]3[CH:24]=[CH:23][CH:22]=[CH:21][CH:20]=3)=[CH:14][CH:13]=2)[N:3]=1.B([C:28]1[CH:36]=[CH:35][C:31]([C:32]([OH:34])=[O:33])=[C:30]([F:37])[CH:29]=1)(O)O.P([O-])([O-])([O-])=O.[K+].[K+].[K+].N#N, predict the reaction product. The product is: [NH2:7][C:6]1[C:5]2[C:4]([C:12]3[CH:17]=[CH:16][C:15]([O:18][C:19]4[CH:24]=[CH:23][CH:22]=[CH:21][CH:20]=4)=[CH:14][CH:13]=3)=[N:3][C:2]([C:28]3[CH:36]=[CH:35][C:31]([C:32]([OH:34])=[O:33])=[C:30]([F:37])[CH:29]=3)=[CH:9][C:8]=2[NH:10][N:11]=1. (10) Given the reactants O[C:2]1[C:7]2[S:8][CH:9]=[C:10]([C:11]3[CH:16]=[CH:15][N:14]=[CH:13][CH:12]=3)[C:6]=2[C:5](=[O:17])[N:4]([CH3:18])[N:3]=1.O=P(Cl)(Cl)[Cl:21], predict the reaction product. The product is: [Cl:21][C:2]1[C:7]2[S:8][CH:9]=[C:10]([C:11]3[CH:16]=[CH:15][N:14]=[CH:13][CH:12]=3)[C:6]=2[C:5](=[O:17])[N:4]([CH3:18])[N:3]=1.